Dataset: Forward reaction prediction with 1.9M reactions from USPTO patents (1976-2016). Task: Predict the product of the given reaction. Given the reactants Cl[C:2]1[CH:7]=[C:6]([C:8]2[CH:13]=[CH:12][C:11]([C:14]([F:17])([F:16])[F:15])=[CH:10][CH:9]=2)[N:5]=[CH:4][N:3]=1.[OH:18][C:19]1[CH:27]=[C:26]2[C:22]([CH:23]=[CH:24][NH:25]2)=[CH:21][CH:20]=1.[OH-].[Na+], predict the reaction product. The product is: [F:15][C:14]([F:17])([F:16])[C:11]1[CH:12]=[CH:13][C:8]([C:6]2[N:5]=[CH:4][N:3]=[C:2]([O:18][C:19]3[CH:27]=[C:26]4[C:22]([CH:23]=[CH:24][NH:25]4)=[CH:21][CH:20]=3)[CH:7]=2)=[CH:9][CH:10]=1.